Dataset: Reaction yield outcomes from USPTO patents with 853,638 reactions. Task: Predict the reaction yield, written as a fraction of the theoretical maximum amount of product (1.0 means a 100% yield; for example, 0.34 means a 34% yield). (1) The reactants are [CH2:1]1[C@@H:5]2[C@@H:6]3[C:11](=[O:12])[O:10][C:8](=[O:9])[C@@H:7]3[C@H:2]1[CH:3]=[CH:4]2.C1(C)C=CC=CC=1.COC1C=CC2N=CC=C([C@H](O)[C@@H]3N4C[C@H](C=C)C(CC4)C3)C=2C=1.[CH3:44][OH:45]. The catalyst is C(Cl)(Cl)(Cl)Cl. The product is [CH3:44][O:45][C:11]([C@H:6]1[C@H:5]2[CH2:1][C@H:2]([CH:3]=[CH:4]2)[C@H:7]1[C:8]([OH:10])=[O:9])=[O:12]. The yield is 0.990. (2) The reactants are O[C@:2]12[CH2:19][CH2:18][C@@:16]3([CH3:17])[C@@H:12]([CH2:13][CH2:14][C:15]3=[O:20])[C@@H:11]1[CH2:10][CH2:9][C@H:8]1[C@:3]2([CH3:22])[CH2:4][CH2:5][C:6](=[O:21])[CH2:7]1.S(=O)(=O)(O)O. The catalyst is C(Cl)Cl. The product is [CH3:17][C@:16]12[CH2:18][CH:19]=[C:2]3[C@@H:11]([CH2:10][CH2:9][C@H:8]4[C@:3]3([CH3:22])[CH2:4][CH2:5][C:6](=[O:21])[CH2:7]4)[C@@H:12]1[CH2:13][CH2:14][C:15]2=[O:20]. The yield is 0.940. (3) The reactants are C[O:2][C:3]([C@H:5]1[CH2:9][C@@H:8]([NH:10][C:11]([O:13][C:14]([CH3:17])([CH3:16])[CH3:15])=[O:12])[C@@H:7]([OH:18])[CH2:6]1)=[O:4].N1C=CN=C1.[CH3:24][C:25]([Si:28](Cl)([CH3:30])[CH3:29])([CH3:27])[CH3:26].Cl. The catalyst is C(Cl)Cl.CN(C1C=CN=CC=1)C.C(O)(C)C.[OH-].[Na+].C(Cl)(Cl)Cl. The product is [C:11]([NH:10][C@@H:8]1[CH2:9][C@H:5]([C:3]([OH:2])=[O:4])[CH2:6][C@@H:7]1[O:18][Si:28]([C:25]([CH3:27])([CH3:26])[CH3:24])([CH3:30])[CH3:29])([O:13][C:14]([CH3:17])([CH3:16])[CH3:15])=[O:12]. The yield is 0.871. (4) The reactants are [CH:1]12[CH2:14][CH:11]([CH2:12][CH2:13]1)[C:10]1[CH:9]=[C:8]3[N:3]([CH2:4][CH2:5][NH:6][C:7]3=[O:15])[C:2]2=1.Br[C:17]1[N:24]=[CH:23][CH:22]=[C:21]([Cl:25])[C:18]=1[CH:19]=[O:20].C([O-])(=O)C.[K+].CC1(C)C2C(=C(P(C3C=CC=CC=3)C3C=CC=CC=3)C=CC=2)OC2C(P(C3C=CC=CC=3)C3C=CC=CC=3)=CC=CC1=2. The catalyst is C1C=CC(/C=C/C(/C=C/C2C=CC=CC=2)=O)=CC=1.C1C=CC(/C=C/C(/C=C/C2C=CC=CC=2)=O)=CC=1.C1C=CC(/C=C/C(/C=C/C2C=CC=CC=2)=O)=CC=1.[Pd].[Pd].O1CCOCC1. The product is [Cl:25][C:21]1[CH:22]=[CH:23][N:24]=[C:17]([N:6]2[C:7](=[O:15])[C:8]3[N:3]([C:2]4[C@@H:1]5[CH2:14][C@H:11]([C:10]=4[CH:9]=3)[CH2:12][CH2:13]5)[CH2:4][CH2:5]2)[C:18]=1[CH:19]=[O:20]. The yield is 0.570. (5) The reactants are [CH3:1][O:2][C:3]1[CH:4]=[C:5]2[C:10](=[CH:11][C:12]=1[O:13][CH3:14])[N:9]=[CH:8][CH:7]=[C:6]2[O:15][C:16]1[CH:22]=[CH:21][C:19]([NH2:20])=[C:18]([CH3:23])[C:17]=1[CH3:24].Cl[C:26](Cl)([O:28][C:29](=[O:35])OC(Cl)(Cl)Cl)Cl.[N:37]1[CH:42]=[CH:41][CH:40]=[CH:39][C:38]=1CO.C(=O)(O)[O-].[Na+]. The catalyst is C(Cl)Cl.C(N(CC)CC)C.C1(C)C=CC=CC=1. The product is [CH3:1][O:2][C:3]1[CH:4]=[C:5]2[C:10](=[CH:11][C:12]=1[O:13][CH3:14])[N:9]=[CH:8][CH:7]=[C:6]2[O:15][C:16]1[CH:22]=[CH:21][C:19]([NH:20][C:29](=[O:35])[O:28][CH2:26][C:38]2[CH:39]=[CH:40][CH:41]=[CH:42][N:37]=2)=[C:18]([CH3:23])[C:17]=1[CH3:24]. The yield is 0.630. (6) The reactants are I[C:2]1[C:10]2[C:5](=[N:6][CH:7]=[N:8][C:9]=2[NH2:11])[NH:4][N:3]=1.[F:12][C:13]1[CH:14]=[C:15](B(O)O)[CH:16]=[CH:17][CH:18]=1.C(=O)([O-])[O-].[Na+].[Na+].Cl. The catalyst is CN(C=O)C.C(O)C.O.ClCCl. The product is [F:12][C:13]1[CH:18]=[C:17]([C:2]2[C:10]3[C:5](=[N:6][CH:7]=[N:8][C:9]=3[NH2:11])[NH:4][N:3]=2)[CH:16]=[CH:15][CH:14]=1. The yield is 0.180. (7) The reactants are [O:1]=[C:2]1[C:10]2[C:5](=[CH:6][CH:7]=[CH:8][CH:9]=2)[C:4](=[O:11])[N:3]1[CH2:12][C:13](=O)[C:14]([O:16]CC)=O.[CH3:20]/[C:21](/[NH2:24])=[N:22]/[NH2:23].Cl. The catalyst is CCO. The product is [CH3:20][C:21]1[NH:24][C:14](=[O:16])[C:13]([CH2:12][N:3]2[C:4](=[O:11])[C:5]3[C:10](=[CH:9][CH:8]=[CH:7][CH:6]=3)[C:2]2=[O:1])=[N:23][N:22]=1. The yield is 0.730. (8) The yield is 0.600. The catalyst is CS(C)=O.CC([O-])=O.CC([O-])=O.[Pd+2].[Cu]I. The reactants are P(C(C)(C)C)(C(C)(C)C)C(C)(C)C.C([O-])([O-])=O.[K+].[K+].Br[C:21]1[CH:22]=[CH:23][C:24]2[N:28]=[C:27]([NH2:29])[N:26]([CH2:30][CH:31]([CH3:33])[CH3:32])[C:25]=2[CH:34]=1.[C:35]1([C:41]#[CH:42])[CH:40]=[CH:39][CH:38]=[CH:37][CH:36]=1. The product is [CH2:30]([N:26]1[C:25]2[CH:34]=[C:21]([C:42]#[C:41][C:35]3[CH:40]=[CH:39][CH:38]=[CH:37][CH:36]=3)[CH:22]=[CH:23][C:24]=2[N:28]=[C:27]1[NH2:29])[CH:31]([CH3:33])[CH3:32].